This data is from NCI-60 drug combinations with 297,098 pairs across 59 cell lines. The task is: Regression. Given two drug SMILES strings and cell line genomic features, predict the synergy score measuring deviation from expected non-interaction effect. Drug 1: C1CCC(CC1)NC(=O)N(CCCl)N=O. Drug 2: CC12CCC3C(C1CCC2O)C(CC4=C3C=CC(=C4)O)CCCCCCCCCS(=O)CCCC(C(F)(F)F)(F)F. Cell line: SK-MEL-5. Synergy scores: CSS=5.25, Synergy_ZIP=-2.26, Synergy_Bliss=-1.06, Synergy_Loewe=-4.90, Synergy_HSA=-4.90.